This data is from Forward reaction prediction with 1.9M reactions from USPTO patents (1976-2016). The task is: Predict the product of the given reaction. (1) The product is: [CH3:24][C:23]1[CH:22]=[C:21]([CH3:25])[NH:20][C:19](=[O:26])[C:18]=1[CH2:17][NH:16][C:14]([C:4]1[C:5]2[CH:10]=[N:9][N:8]([CH:11]([CH3:13])[CH3:12])[C:6]=2[N:7]=[C:2]([C:34]2[CH:35]=[C:36]3[C:31](=[CH:32][CH:33]=2)[NH:30][N:29]=[C:28]3[CH3:27])[CH:3]=1)=[O:15]. Given the reactants Cl[C:2]1[CH:3]=[C:4]([C:14]([NH:16][CH2:17][C:18]2[C:19](=[O:26])[NH:20][C:21]([CH3:25])=[CH:22][C:23]=2[CH3:24])=[O:15])[C:5]2[CH:10]=[N:9][N:8]([CH:11]([CH3:13])[CH3:12])[C:6]=2[N:7]=1.[CH3:27][C:28]1[C:36]2[C:31](=[CH:32][CH:33]=[C:34](B3OC(C)(C)C(C)(C)O3)[CH:35]=2)[N:30](C(OC(C)(C)C)=O)[N:29]=1.P([O-])([O-])([O-])=O.[K+].[K+].[K+].O1CCOCC1, predict the reaction product. (2) Given the reactants [CH3:1][C:2]1[CH:3]=[CH:4][C:5]([C:8]2[N:12]([C:13]3[CH:14]=[CH:15][C:16]([S:19]([NH2:22])(=[O:21])=[O:20])=[CH:17][CH:18]=3)[N:11]=[C:10]([C:23]([F:26])([F:25])[F:24])[CH:9]=2)=[CH:6][CH:7]=1.[CH3:27][N:28]1[CH2:32][CH2:31][CH2:30][C:29]1=[O:33], predict the reaction product. The product is: [CH3:1][C:2]1[CH:3]=[CH:4][C:5]([C:8]2[N:12]([C:13]3[CH:14]=[CH:15][C:16]([S:19]([NH2:22])(=[O:21])=[O:20])=[CH:17][CH:18]=3)[N:11]=[C:10]([C:23]([F:25])([F:24])[F:26])[CH:9]=2)=[CH:6][CH:7]=1.[CH3:27][N:28]1[C:29](=[O:33])[CH2:30][CH2:31][CH2:32]1.